Dataset: Forward reaction prediction with 1.9M reactions from USPTO patents (1976-2016). Task: Predict the product of the given reaction. (1) Given the reactants [NH2:1]/[C:2](/[CH3:6])=[CH:3]\[C:4]#[N:5].[CH2:7]([NH:14]N)[C:8]1[CH:13]=[CH:12][CH:11]=[CH:10][CH:9]=1, predict the reaction product. The product is: [NH2:5][C:4]1[N:14]([CH2:7][C:8]2[CH:13]=[CH:12][CH:11]=[CH:10][CH:9]=2)[N:1]=[C:2]([CH3:6])[CH:3]=1. (2) Given the reactants [CH3:1][O:2][C:3]1[CH:12]=[CH:11][C:6]2[C:7](=[O:10])[CH2:8][O:9][C:5]=2[C:4]=1[CH2:13][CH2:14][CH2:15][CH2:16][CH:17]1[CH2:22][CH2:21][N:20]([C:23]([O:25][C:26]([CH3:29])([CH3:28])[CH3:27])=[O:24])[CH2:19][CH2:18]1.[NH:30]1[C:38]2[C:33](=[CH:34][CH:35]=[CH:36][CH:37]=2)[C:32]([CH:39]=O)=[N:31]1, predict the reaction product. The product is: [NH:30]1[C:38]2[C:33](=[CH:34][CH:35]=[CH:36][CH:37]=2)[C:32](/[CH:39]=[C:8]2\[O:9][C:5]3[C:4]([CH2:13][CH2:14][CH2:15][CH2:16][CH:17]4[CH2:18][CH2:19][N:20]([C:23]([O:25][C:26]([CH3:29])([CH3:28])[CH3:27])=[O:24])[CH2:21][CH2:22]4)=[C:3]([O:2][CH3:1])[CH:12]=[CH:11][C:6]=3[C:7]\2=[O:10])=[N:31]1. (3) Given the reactants [C:1]([O:5][C:6]([N:8]1[CH2:16][CH2:15][C:14]2[NH:13][C:12]3[N:17]=[CH:18][C:19](Cl)=[CH:20][C:11]=3[C:10]=2[CH2:9]1)=[O:7])([CH3:4])([CH3:3])[CH3:2].[CH3:22][O:23][C:24]1[C:25]([NH2:30])=[CH:26][CH:27]=[CH:28][CH:29]=1.CC(C1C=C(C(C)C)C(C2C=CC=CC=2P(C2CCCCC2)C2CCCCC2)=C(C(C)C)C=1)C.[OH-].[K+], predict the reaction product. The product is: [C:1]([O:5][C:6]([N:8]1[CH2:16][CH2:15][C:14]2[NH:13][C:12]3[N:17]=[CH:18][C:19]([NH:30][C:25]4[CH:26]=[CH:27][CH:28]=[CH:29][C:24]=4[O:23][CH3:22])=[CH:20][C:11]=3[C:10]=2[CH2:9]1)=[O:7])([CH3:4])([CH3:3])[CH3:2]. (4) Given the reactants [C:1]([C:4]1[CH:5]=[CH:6][C:7]([C:19]2[CH2:20][N:21]([C:25]([O:27][C:28]([CH3:31])([CH3:30])[CH3:29])=[O:26])[CH2:22][CH2:23][CH:24]=2)=[C:8]2[C:12]=1[NH:11][C:10]([C:13]1[CH:14]=[N:15][N:16]([CH3:18])[CH:17]=1)=[CH:9]2)(=[O:3])[NH2:2], predict the reaction product. The product is: [C:1]([C:4]1[CH:5]=[CH:6][C:7]([CH:19]2[CH2:24][CH2:23][CH2:22][N:21]([C:25]([O:27][C:28]([CH3:31])([CH3:30])[CH3:29])=[O:26])[CH2:20]2)=[C:8]2[C:12]=1[NH:11][C:10]([C:13]1[CH:14]=[N:15][N:16]([CH3:18])[CH:17]=1)=[CH:9]2)(=[O:3])[NH2:2]. (5) Given the reactants Cl[C:2]1[CH:12]=[CH:11][C:5]([C:6]([O:8][CH2:9][CH3:10])=[O:7])=[CH:4][C:3]=1[N+:13]([O-:15])=[O:14].C([O-])([O-])=O.[K+].[K+].[CH:22]1([NH2:34])[CH2:33][CH2:32][CH2:31][CH2:30][CH2:29][CH2:28][CH2:27][CH2:26][CH2:25][CH2:24][CH2:23]1, predict the reaction product. The product is: [CH:22]1([NH:34][C:2]2[CH:12]=[CH:11][C:5]([C:6]([O:8][CH2:9][CH3:10])=[O:7])=[CH:4][C:3]=2[N+:13]([O-:15])=[O:14])[CH2:33][CH2:32][CH2:31][CH2:30][CH2:29][CH2:28][CH2:27][CH2:26][CH2:25][CH2:24][CH2:23]1. (6) Given the reactants [Cl:1][C:2]1[N:9]=[C:8]([F:10])[C:7]([F:11])=[CH:6][C:3]=1[C:4]#[N:5].C(N)(=[O:14])C.C1COCC1, predict the reaction product. The product is: [Cl:1][C:2]1[N:9]=[C:8]([F:10])[C:7]([F:11])=[CH:6][C:3]=1[C:4]([NH2:5])=[O:14]. (7) Given the reactants [Cl:1][C:2]1[CH:3]=[CH:4][C:5]([C:35]#[N:36])=[C:6]([C:8]2[C:13]([O:14][CH3:15])=[CH:12][N:11]([CH:16]([CH3:33])[C:17]([NH:19][C:20]3[CH:32]=[CH:31][C:23]([C:24]([O:26]C(C)(C)C)=[O:25])=[CH:22][CH:21]=3)=[O:18])[C:10](=[O:34])[CH:9]=2)[CH:7]=1.C(O)(C(F)(F)F)=O, predict the reaction product. The product is: [Cl:1][C:2]1[CH:3]=[CH:4][C:5]([C:35]#[N:36])=[C:6]([C:8]2[C:13]([O:14][CH3:15])=[CH:12][N:11]([CH:16]([CH3:33])[C:17]([NH:19][C:20]3[CH:32]=[CH:31][C:23]([C:24]([OH:26])=[O:25])=[CH:22][CH:21]=3)=[O:18])[C:10](=[O:34])[CH:9]=2)[CH:7]=1.